This data is from Forward reaction prediction with 1.9M reactions from USPTO patents (1976-2016). The task is: Predict the product of the given reaction. (1) Given the reactants [NH2:1][C:2]1[C:11]([C:12]2[CH:17]=[CH:16][CH:15]=[C:14]([CH2:18][OH:19])[CH:13]=2)=[N:10][C:9]([Br:20])=[CH:8][C:3]=1[C:4]([O:6][CH3:7])=[O:5].N([O-])=O.[Na+].[N-:25]=[N+:26]=[N-].[Na+].CCOCC, predict the reaction product. The product is: [N:1]([C:2]1[C:11]([C:12]2[CH:17]=[CH:16][CH:15]=[C:14]([CH:18]=[O:19])[CH:13]=2)=[N:10][C:9]([Br:20])=[CH:8][C:3]=1[C:4]([O:6][CH3:7])=[O:5])=[N+:25]=[N-:26]. (2) Given the reactants [CH2:1]([O:4][C:5]1[CH:14]=[N:13][C:12]2[C:11](=O)[NH:10][CH:9]=[N:8][C:7]=2[CH:6]=1)[C:2]#[CH:3].C(N(CC)C(C)C)(C)C.P(Cl)(Cl)([Cl:27])=O.C([O-])(O)=O.[Na+], predict the reaction product. The product is: [Cl:27][C:11]1[C:12]2[N:13]=[CH:14][C:5]([O:4][CH2:1][C:2]#[CH:3])=[CH:6][C:7]=2[N:8]=[CH:9][N:10]=1. (3) The product is: [F:1][C:2]1[CH:7]=[CH:6][C:5]([C:8]2[C:16]3[O:15][CH:14]([CH2:17][NH:36][CH3:35])[CH2:13][C:12]=3[CH:11]=[C:10]([C:29]3[CH:34]=[CH:33][CH:32]=[CH:31][CH:30]=3)[CH:9]=2)=[CH:4][CH:3]=1. Given the reactants [F:1][C:2]1[CH:7]=[CH:6][C:5]([C:8]2[C:16]3[O:15][CH:14]([CH2:17]OS(C4C=CC(C)=CC=4)(=O)=O)[CH2:13][C:12]=3[CH:11]=[C:10]([C:29]3[CH:34]=[CH:33][CH:32]=[CH:31][CH:30]=3)[CH:9]=2)=[CH:4][CH:3]=1.[CH3:35][NH2:36], predict the reaction product. (4) Given the reactants [CH:1]12[CH2:10][CH:5]3[CH2:6][CH:7]([CH2:9][CH:3]([CH2:4]3)[C:2]1=[O:11])[CH2:8]2.[N+]([O-])=[O:13], predict the reaction product. The product is: [OH:13][C:7]12[CH2:9][CH:3]3[CH2:4][CH:5]([CH2:10][CH:1]([C:2]3=[O:11])[CH2:8]1)[CH2:6]2. (5) Given the reactants C(OC([N:8]1[CH2:13][CH2:12][N:11]([CH2:14][C:15](=[O:47])[NH:16][CH:17]([B:34]2[O:42]C3C(C)(C4CC(C3)C4(C)C)[O:35]2)[CH2:18][C:19]2[CH:24]=[CH:23][CH:22]=[C:21]([C:25]([O:27]C(C)(C)C)=[O:26])[C:20]=2OC)[C:10](=[O:48])[CH2:9]1)=O)(C)(C)C.B(Cl)(Cl)Cl, predict the reaction product. The product is: [OH:42][B:34]1[CH:17]([NH:16][C:15](=[O:47])[CH2:14][N:11]2[CH2:12][CH2:13][NH:8][CH2:9][C:10]2=[O:48])[CH2:18][C:19]2[CH:24]=[CH:23][CH:22]=[C:21]([C:25]([OH:27])=[O:26])[C:20]=2[O:35]1. (6) Given the reactants Cl[C:2]1[CH:7]=[C:6]([C:8]2[CH:13]=[CH:12][CH:11]=[CH:10][CH:9]=2)[N:5]=[C:4]([NH:14][C:15](=[O:29])[CH2:16][CH2:17][C:18]([C:20]2[CH:21]=[CH:22][C:23]3[O:27][CH2:26][CH2:25][C:24]=3[CH:28]=2)=[O:19])[CH:3]=1.C1(C2C=CC=CC=2)C=CC=CC=1P(C1CCCCC1)C1CCCCC1.C(=O)([O-])[O-].[K+].[K+].[O:61]1[CH:65]=[CH:64][C:63](B(O)O)=[CH:62]1, predict the reaction product. The product is: [O:27]1[C:23]2[CH:22]=[CH:21][C:20]([C:18](=[O:19])[CH2:17][CH2:16][C:15]([NH:14][C:4]3[CH:3]=[C:2]([C:63]4[CH:64]=[CH:65][O:61][CH:62]=4)[CH:7]=[C:6]([C:8]4[CH:13]=[CH:12][CH:11]=[CH:10][CH:9]=4)[N:5]=3)=[O:29])=[CH:28][C:24]=2[CH2:25][CH2:26]1.